From a dataset of Catalyst prediction with 721,799 reactions and 888 catalyst types from USPTO. Predict which catalyst facilitates the given reaction. (1) Reactant: [F:1][C:2]([F:6])([F:5])[CH2:3][OH:4].C(=O)([O-])[O-].[Cs+].[Cs+].Cl.[Cl:14][C:15]1[C:16]([CH2:26]Cl)=[N:17][CH:18]=[C:19]([CH:25]=1)[C:20]([O:22]CC)=[O:21].[OH-].[Na+].Cl. Product: [Cl:14][C:15]1[C:16]([CH2:26][O:4][CH2:3][C:2]([F:6])([F:5])[F:1])=[N:17][CH:18]=[C:19]([CH:25]=1)[C:20]([OH:22])=[O:21]. The catalyst class is: 827. (2) Reactant: C(OC(=O)[NH:7][C@H:8]1[CH2:13][CH2:12][C@H:11]([O:14][CH3:15])[CH2:10][CH2:9]1)(C)(C)C.[ClH:17].C(OCC)C. Product: [ClH:17].[CH3:15][O:14][C@H:11]1[CH2:12][CH2:13][C@H:8]([NH2:7])[CH2:9][CH2:10]1. The catalyst class is: 12. (3) Reactant: [OH-].[Na+].Cl.[O:4]1[C:8]2([CH2:13][CH2:12][NH:11][CH2:10][CH2:9]2)[O:7][CH2:6][CH2:5]1.[Cl-].[Na+]. Product: [O:4]1[C:8]2([CH2:13][CH2:12][NH:11][CH2:10][CH2:9]2)[O:7][CH2:6][CH2:5]1. The catalyst class is: 6. (4) Reactant: [F:1][C:2]1[CH:10]=[CH:9][CH:8]=[C:7]2[C:3]=1[CH:4]=[C:5]([C:11]1[C:16]([CH2:17][CH2:18][C:19]([O:21]CC)=[O:20])=[CH:15][CH:14]=[C:13]([C:24]3[C:25]([N:44]([CH3:49])[S:45]([CH3:48])(=[O:47])=[O:46])=[CH:26][C:27]4[O:31][C:30]([C:32]5[CH:37]=[CH:36][C:35]([F:38])=[CH:34][CH:33]=5)=[C:29]([C:39](=[O:42])[NH:40][CH3:41])[C:28]=4[CH:43]=3)[N:12]=1)[NH:6]2.O.[OH-].[Li+].CO.Cl. Product: [F:1][C:2]1[CH:10]=[CH:9][CH:8]=[C:7]2[C:3]=1[CH:4]=[C:5]([C:11]1[C:16]([CH2:17][CH2:18][C:19]([OH:21])=[O:20])=[CH:15][CH:14]=[C:13]([C:24]3[C:25]([N:44]([CH3:49])[S:45]([CH3:48])(=[O:46])=[O:47])=[CH:26][C:27]4[O:31][C:30]([C:32]5[CH:33]=[CH:34][C:35]([F:38])=[CH:36][CH:37]=5)=[C:29]([C:39](=[O:42])[NH:40][CH3:41])[C:28]=4[CH:43]=3)[N:12]=1)[NH:6]2. The catalyst class is: 387. (5) Reactant: [CH:1]1[C:2]([CH2:10][C@@H:11]([NH2:28])[CH2:12][C:13]([N:15]2[CH2:27][C:19]3=[N:20][N:21]=[C:22]([C:23]([F:26])([F:25])[F:24])[N:18]3[CH2:17][CH2:16]2)=[O:14])=[C:3]([F:9])[CH:4]=[C:5]([F:8])[C:6]=1[F:7].[C:29]([OH:36])(=[O:35])[CH2:30][CH2:31][C:32]([OH:34])=[O:33]. Product: [CH:1]1[C:2]([CH2:10][C@@H:11]([NH2:28])[CH2:12][C:13]([N:15]2[CH2:27][C:19]3=[N:20][N:21]=[C:22]([C:23]([F:26])([F:25])[F:24])[N:18]3[CH2:17][CH2:16]2)=[O:14])=[C:3]([F:9])[CH:4]=[C:5]([F:8])[C:6]=1[F:7].[C:29]([O-:36])(=[O:35])[CH2:30][CH2:31][C:32]([O-:34])=[O:33]. The catalyst class is: 5. (6) Reactant: C1C(=O)N([Cl:8])C(=O)C1.[OH:9][N:10]=[CH:11][CH2:12][CH2:13][C:14]([CH3:24])([S:20]([CH3:23])(=[O:22])=[O:21])[C:15]([O:17][CH2:18][CH3:19])=[O:16]. The catalyst class is: 3. Product: [Cl:8][C:11](=[N:10][OH:9])[CH2:12][CH2:13][C:14]([CH3:24])([S:20]([CH3:23])(=[O:21])=[O:22])[C:15]([O:17][CH2:18][CH3:19])=[O:16]. (7) Reactant: [CH3:1][O-].[Na+].[C:4]([O:12]C)(=O)[CH2:5][CH2:6][C:7]([O:9][CH3:10])=[O:8].C(OCC)=O.[NH2:19][C:20]([NH2:22])=[S:21]. Product: [CH3:10][O:9][C:7]([CH2:6][C:5]1[C:4](=[O:12])[NH:19][C:20](=[S:21])[NH:22][CH:1]=1)=[O:8]. The catalyst class is: 27. (8) Reactant: C([O:3][C:4](=[O:24])[C@@H:5]([NH:16][C:17]([O:19][C:20]([CH3:23])([CH3:22])[CH3:21])=[O:18])[CH2:6][C:7]1[CH:8]=[CH:9][C:10]2[O:14][CH:13]=[N:12][C:11]=2[CH:15]=1)C.O.O.[OH-].[Li+]. Product: [O:14]1[C:10]2[CH:9]=[CH:8][C:7]([CH2:6][C@H:5]([NH:16][C:17]([O:19][C:20]([CH3:23])([CH3:22])[CH3:21])=[O:18])[C:4]([OH:24])=[O:3])=[CH:15][C:11]=2[N:12]=[CH:13]1. The catalyst class is: 334. (9) Reactant: [CH2:1]([C:5]1[CH:10]=[CH:9][C:8]([C:11]#[C:12][C:13]2[CH:37]=[CH:36][C:16]([CH2:17][N:18]([CH2:30][CH2:31][CH2:32][CH2:33][CH2:34][CH3:35])[C:19]3[CH:20]=[CH:21][C:22]([OH:29])=[C:23]([CH:28]=3)[C:24]([O:26]C)=[O:25])=[CH:15][CH:14]=2)=[CH:7][CH:6]=1)[CH2:2][CH2:3][CH3:4].[OH-].[Na+].Cl. Product: [CH2:1]([C:5]1[CH:6]=[CH:7][C:8]([C:11]#[C:12][C:13]2[CH:37]=[CH:36][C:16]([CH2:17][N:18]([CH2:30][CH2:31][CH2:32][CH2:33][CH2:34][CH3:35])[C:19]3[CH:20]=[CH:21][C:22]([OH:29])=[C:23]([CH:28]=3)[C:24]([OH:26])=[O:25])=[CH:15][CH:14]=2)=[CH:9][CH:10]=1)[CH2:2][CH2:3][CH3:4]. The catalyst class is: 24.